Dataset: Full USPTO retrosynthesis dataset with 1.9M reactions from patents (1976-2016). Task: Predict the reactants needed to synthesize the given product. Given the product [Cl:1][C:2]1[C:9]([CH3:10])=[C:8]([N:11]2[C@H:15]([CH:16]([CH3:18])[CH3:17])[C@@H:14]3[C@H:19]([OH:22])[CH2:20][CH2:21][N:13]3[C:12]2=[O:30])[CH:7]=[CH:6][C:3]=1[C:4]#[N:5], predict the reactants needed to synthesize it. The reactants are: [Cl:1][C:2]1[C:9]([CH3:10])=[C:8]([N:11]2[C@H:15]([CH:16]([CH3:18])[CH3:17])[C@@H:14]3[C@H:19]([O:22][Si](C(C)(C)C)(C)C)[CH2:20][CH2:21][N:13]3[C:12]2=[O:30])[CH:7]=[CH:6][C:3]=1[C:4]#[N:5].CCCC[N+](CCCC)(CCCC)CCCC.[F-].[Cl-].[NH4+].CCOC(C)=O.